Dataset: Catalyst prediction with 721,799 reactions and 888 catalyst types from USPTO. Task: Predict which catalyst facilitates the given reaction. (1) Reactant: [CH3:1][N:2]([C:9]1[CH:14]=[CH:13][C:12]([S:15][S:16][C:17]2[CH:22]=[CH:21][C:20]([N:23](C)[C:24](=O)C(F)(F)F)=[CH:19][CH:18]=2)=[CH:11][CH:10]=1)C(=O)C(F)(F)F.C(=O)([O-])[O-].[K+].[K+].[H-].[Na+]. Product: [CH3:24][NH:23][C:20]1[CH:19]=[CH:18][C:17]([S:16][S:15][C:12]2[CH:13]=[CH:14][C:9]([NH:2][CH3:1])=[CH:10][CH:11]=2)=[CH:22][CH:21]=1. The catalyst class is: 5. (2) Reactant: CS(Cl)(=O)=O.[N:6]1([C:11]2[N:12]=[C:13]([N:23]3[CH2:28][CH2:27][O:26][CH2:25][CH2:24]3)[C:14]3[N:20]=[C:19]([CH2:21]O)[CH:18]=[CH:17][C:15]=3[N:16]=2)[CH:10]=[CH:9][N:8]=[CH:7]1.C[CH2:30][N:31](C(C)C)[CH:32](C)C.CNC. Product: [N:6]1([C:11]2[N:12]=[C:13]([N:23]3[CH2:28][CH2:27][O:26][CH2:25][CH2:24]3)[C:14]3[N:20]=[C:19]([CH2:21][N:31]([CH3:32])[CH3:30])[CH:18]=[CH:17][C:15]=3[N:16]=2)[CH:10]=[CH:9][N:8]=[CH:7]1. The catalyst class is: 2. (3) Product: [Cl:1][C:2]1[CH:11]=[CH:10][C:9]2[C:4](=[CH:5][CH:6]=[C:7]([CH:12]=[O:25])[CH:8]=2)[N:3]=1. Reactant: [Cl:1][C:2]1[CH:11]=[CH:10][C:9]2[C:4](=[CH:5][CH:6]=[C:7]([CH:12](Br)Br)[CH:8]=2)[N:3]=1.C1N2CN3CN(C2)CN1C3.[OH2:25].Cl. The catalyst class is: 823.